The task is: Predict the reactants needed to synthesize the given product.. This data is from Full USPTO retrosynthesis dataset with 1.9M reactions from patents (1976-2016). (1) The reactants are: [NH2:1][C:2]1[S:3][C:4]([CH2:18][C:19]2[CH:24]=[CH:23][CH:22]=[CH:21][CH:20]=2)=[C:5]([C:12]2[CH:17]=[CH:16][CH:15]=[CH:14][CH:13]=2)[C:6]=1C(OCC)=O.[OH-].[K+]. Given the product [CH2:18]([C:4]1[S:3][C:2]([NH2:1])=[CH:6][C:5]=1[C:12]1[CH:17]=[CH:16][CH:15]=[CH:14][CH:13]=1)[C:19]1[CH:20]=[CH:21][CH:22]=[CH:23][CH:24]=1, predict the reactants needed to synthesize it. (2) Given the product [ClH:1].[Cl:21][C:22]1[CH:23]=[C:24]([N:28]2[CH2:33][CH2:32][N:31]([CH2:2][CH2:3][CH2:4][CH2:5][C:6]3([CH2:17][CH:18]([CH3:19])[CH3:20])[C:14]4[C:9](=[C:10]([CH3:15])[CH:11]=[CH:12][CH:13]=4)[NH:8][C:7]3=[O:16])[CH2:30][CH2:29]2)[CH:25]=[CH:26][CH:27]=1, predict the reactants needed to synthesize it. The reactants are: [Cl:1][CH2:2][CH2:3][CH2:4][CH2:5][C:6]1([CH2:17][CH:18]([CH3:20])[CH3:19])[C:14]2[C:9](=[C:10]([CH3:15])[CH:11]=[CH:12][CH:13]=2)[NH:8][C:7]1=[O:16].[Cl:21][C:22]1[CH:23]=[C:24]([N:28]2[CH2:33][CH2:32][NH:31][CH2:30][CH2:29]2)[CH:25]=[CH:26][CH:27]=1.